This data is from NCI-60 drug combinations with 297,098 pairs across 59 cell lines. The task is: Regression. Given two drug SMILES strings and cell line genomic features, predict the synergy score measuring deviation from expected non-interaction effect. Drug 1: C1CCN(CC1)CCOC2=CC=C(C=C2)C(=O)C3=C(SC4=C3C=CC(=C4)O)C5=CC=C(C=C5)O. Drug 2: C(CN)CNCCSP(=O)(O)O. Cell line: RXF 393. Synergy scores: CSS=0.411, Synergy_ZIP=0.565, Synergy_Bliss=-2.47, Synergy_Loewe=-2.88, Synergy_HSA=-3.37.